Dataset: Reaction yield outcomes from USPTO patents with 853,638 reactions. Task: Predict the reaction yield, written as a fraction of the theoretical maximum amount of product (1.0 means a 100% yield; for example, 0.34 means a 34% yield). The reactants are [CH3:1][C:2]([CH3:7])=[CH:3][C:4](Cl)=[O:5].[Br:8][C:9]1[CH:16]=[CH:15][C:12]([NH:13][CH3:14])=[CH:11][CH:10]=1.C(N(CC)CC)C. The catalyst is ClCCl. The product is [Br:8][C:9]1[CH:16]=[CH:15][C:12]([N:13]([CH3:14])[C:4](=[O:5])[CH:3]=[C:2]([CH3:7])[CH3:1])=[CH:11][CH:10]=1. The yield is 1.00.